From a dataset of Reaction yield outcomes from USPTO patents with 853,638 reactions. Predict the reaction yield, written as a fraction of the theoretical maximum amount of product (1.0 means a 100% yield; for example, 0.34 means a 34% yield). (1) The reactants are [C:1]([O:5][C:6]([N:8]1[CH2:12][CH2:11][CH2:10][C@H:9]1[CH2:13][O:14][C:15]1[CH:20]=[CH:19][C:18](I)=[CH:17][CH:16]=1)=[O:7])([CH3:4])([CH3:3])[CH3:2].[NH:22]1[CH2:27][CH2:26][O:25][CH2:24][CH2:23]1.[C:37](P([C:37]([CH3:40])([CH3:39])[CH3:38])[C:37]([CH3:40])([CH3:39])[CH3:38])([CH3:40])([CH3:39])[CH3:38].[CH3:41][C:42](C)([O-])[CH3:43].[Na+]. The catalyst is C1(C)C=CC=CC=1.C1C=CC(/C=C/C(/C=C/C2C=CC=CC=2)=O)=CC=1.C1C=CC(/C=C/C(/C=C/C2C=CC=CC=2)=O)=CC=1.C1C=CC(/C=C/C(/C=C/C2C=CC=CC=2)=O)=CC=1.[Pd].[Pd]. The product is [C:1]([O:5][C:6]([N:8]1[CH2:12][CH2:11][CH2:10][C@H:9]1[CH2:13][O:14][C:15]1[CH:20]=[CH:19][C:18]([CH2:40][C:37]2[CH:38]=[CH:43][C:42]([N:22]3[CH2:27][CH2:26][O:25][CH2:24][CH2:23]3)=[CH:41][CH:39]=2)=[CH:17][CH:16]=1)=[O:7])([CH3:4])([CH3:3])[CH3:2]. The yield is 0.500. (2) The reactants are [N:1]1[CH:6]=[CH:5][CH:4]=[CH:3][C:2]=1[C:7]1[O:8][C:9]2[CH2:14][CH2:13][N:12](C3C=C(C=CC=3)C#N)[CH2:11][C:10]=2[N:23]=1.Br[C:25]1[CH:32]=[CH:31][C:28]([C:29]#[N:30])=[C:27]([F:33])[CH:26]=1. No catalyst specified. The product is [F:33][C:27]1[CH:26]=[C:25]([N:12]2[CH2:13][CH2:14][C:9]3[O:8][C:7]([C:2]4[CH:3]=[CH:4][CH:5]=[CH:6][N:1]=4)=[N:23][C:10]=3[CH2:11]2)[CH:32]=[CH:31][C:28]=1[C:29]#[N:30]. The yield is 0.190. (3) The reactants are [CH3:1][O:2][C:3]1[CH:4]=[C:5]2[C:10](=[CH:11][C:12]=1[O:13][CH3:14])[N:9]=[CH:8][N:7]=[C:6]2[O:15][C:16]1[CH:22]=[CH:21][C:19]([NH2:20])=[CH:18][C:17]=1[CH3:23].ClC(Cl)(O[C:28](=[O:34])OC(Cl)(Cl)Cl)Cl.[CH2:36]([NH2:40])[CH2:37][CH2:38][CH3:39].CO. The catalyst is C(Cl)(Cl)Cl.C(N(CC)CC)C. The product is [CH2:36]([NH:40][C:28]([NH:20][C:19]1[CH:21]=[CH:22][C:16]([O:15][C:6]2[C:5]3[C:10](=[CH:11][C:12]([O:13][CH3:14])=[C:3]([O:2][CH3:1])[CH:4]=3)[N:9]=[CH:8][N:7]=2)=[C:17]([CH3:23])[CH:18]=1)=[O:34])[CH2:37][CH2:38][CH3:39]. The yield is 0.470. (4) The reactants are [Cl:1][C:2]1[CH:7]=[C:6]([Cl:8])[CH:5]=[CH:4][C:3]=1[C:9](=[O:12])[CH2:10]Cl.[NH:13]1[CH:17]=[CH:16][N:15]=[CH:14]1. The catalyst is CC#N.ClCCl.O. The product is [Cl:1][C:2]1[CH:7]=[C:6]([Cl:8])[CH:5]=[CH:4][C:3]=1[C:9](=[O:12])[CH2:10][C:14]1[NH:13][CH:17]=[CH:16][N:15]=1. The yield is 0.900. (5) The reactants are [Cl-].[Al+3].[Cl-].[Cl-].[C:5](Cl)(=[O:7])[CH3:6].[F:9][C:10]1[CH:15]=[CH:14][CH:13]=[CH:12][C:11]=1[O:16][CH3:17]. The catalyst is C(Cl)(Cl)Cl. The product is [F:9][C:10]1[CH:15]=[C:14]([C:5](=[O:7])[CH3:6])[CH:13]=[CH:12][C:11]=1[O:16][CH3:17]. The yield is 0.920.